This data is from NCI-60 drug combinations with 297,098 pairs across 59 cell lines. The task is: Regression. Given two drug SMILES strings and cell line genomic features, predict the synergy score measuring deviation from expected non-interaction effect. Drug 1: C1CNP(=O)(OC1)N(CCCl)CCCl. Drug 2: CC1(CCCN1)C2=NC3=C(C=CC=C3N2)C(=O)N. Cell line: SK-OV-3. Synergy scores: CSS=3.13, Synergy_ZIP=6.38, Synergy_Bliss=11.5, Synergy_Loewe=5.37, Synergy_HSA=5.87.